Dataset: Catalyst prediction with 721,799 reactions and 888 catalyst types from USPTO. Task: Predict which catalyst facilitates the given reaction. (1) Reactant: [NH2:1][C:2]1[CH:9]=[CH:8][C:7]([Cl:10])=[CH:6][C:3]=1[CH:4]=O.[CH3:11][O:12][C:13]1[CH:18]=[CH:17][CH:16]=[C:15]([O:19][CH3:20])[C:14]=1[CH2:21][CH2:22][C:23]#[N:24].O1CCOCC1. Product: [Cl:10][C:7]1[CH:6]=[C:3]2[C:2](=[CH:9][CH:8]=1)[N:1]=[C:23]([NH2:24])[C:22]([CH2:21][C:14]1[C:15]([O:19][CH3:20])=[CH:16][CH:17]=[CH:18][C:13]=1[O:12][CH3:11])=[CH:4]2. The catalyst class is: 107. (2) Reactant: [N:1]([CH2:4][CH2:5][O:6][C@@H:7]([C:21]1[CH:26]=[CH:25][CH:24]=[C:23]([Cl:27])[CH:22]=1)[C@@H:8]1[CH2:13][CH2:12][CH2:11][N:10]([C:14]([O:16][C:17]([CH3:20])([CH3:19])[CH3:18])=[O:15])[CH2:9]1)=[N+]=[N-].C1(P(C2C=CC=CC=2)C2C=CC=CC=2)C=CC=CC=1. Product: [NH2:1][CH2:4][CH2:5][O:6][C@@H:7]([C:21]1[CH:26]=[CH:25][CH:24]=[C:23]([Cl:27])[CH:22]=1)[C@@H:8]1[CH2:13][CH2:12][CH2:11][N:10]([C:14]([O:16][C:17]([CH3:20])([CH3:18])[CH3:19])=[O:15])[CH2:9]1. The catalyst class is: 20. (3) Reactant: C[O:2][C:3]([C:5]1[CH:10]=[CH:9][N:8]2[CH:11]=[C:12]([C:14]3[C:15]([C:20]4[CH:25]=[CH:24][CH:23]=[CH:22][CH:21]=4)=[N:16][O:17][C:18]=3[CH3:19])[N:13]=[C:7]2[CH:6]=1)=[O:4].O.[OH-].[Li+]. Product: [CH3:19][C:18]1[O:17][N:16]=[C:15]([C:20]2[CH:25]=[CH:24][CH:23]=[CH:22][CH:21]=2)[C:14]=1[C:12]1[N:13]=[C:7]2[CH:6]=[C:5]([C:3]([OH:4])=[O:2])[CH:10]=[CH:9][N:8]2[CH:11]=1. The catalyst class is: 278. (4) Reactant: [C:1]([N:4]1[CH2:9][CH2:8][CH:7]([C:10]2[N:14]=[C:13]([NH:15][C:16]3[C:21]([S:22][C:23]4[CH:32]=[CH:31][C:26]([C:27]([O:29]C)=[O:28])=[CH:25][CH:24]=4)=[CH:20][C:19]([O:33][C:34]4[CH:39]=[CH:38][CH:37]=[CH:36][CH:35]=4)=[CH:18][N:17]=3)[S:12][N:11]=2)[CH2:6][CH2:5]1)(=[O:3])[CH3:2].[OH-].[Na+:41]. Product: [C:1]([N:4]1[CH2:9][CH2:8][CH:7]([C:10]2[N:14]=[C:13]([N-:15][C:16]3[C:21]([S:22][C:23]4[CH:32]=[CH:31][C:26]([C:27]([O-:29])=[O:28])=[CH:25][CH:24]=4)=[CH:20][C:19]([O:33][C:34]4[CH:35]=[CH:36][CH:37]=[CH:38][CH:39]=4)=[CH:18][N:17]=3)[S:12][N:11]=2)[CH2:6][CH2:5]1)(=[O:3])[CH3:2].[Na+:41].[Na+:41]. The catalyst class is: 14. (5) Reactant: [N:1]1[CH:6]=[CH:5][CH:4]=[CH:3][C:2]=1[C:7]([OH:9])=O.CCN(CC)CC.[NH:17]1[CH2:22][CH2:21][CH:20]([NH:23][C:24]([NH:26][C:27]2[CH:32]=[CH:31][C:30]([C:33]([F:36])([F:35])[F:34])=[CH:29][CH:28]=2)=[O:25])[CH2:19][CH2:18]1. Product: [N:1]1[CH:6]=[CH:5][CH:4]=[CH:3][C:2]=1[C:7]([N:17]1[CH2:22][CH2:21][CH:20]([NH:23][C:24]([NH:26][C:27]2[CH:32]=[CH:31][C:30]([C:33]([F:34])([F:35])[F:36])=[CH:29][CH:28]=2)=[O:25])[CH2:19][CH2:18]1)=[O:9]. The catalyst class is: 18.